Dataset: Catalyst prediction with 721,799 reactions and 888 catalyst types from USPTO. Task: Predict which catalyst facilitates the given reaction. (1) Reactant: [CH2:1]([N:3]([CH2:11][C:12]1[N:13]=[C:14]2[S:21][C:20]([CH3:22])=[C:19]([CH:23]=[O:24])[N:15]2[C:16](=[O:18])[CH:17]=1)[C:4]1[CH:9]=[CH:8][C:7]([F:10])=[CH:6][CH:5]=1)[CH3:2].[CH3:25][Mg]Br. Product: [CH2:1]([N:3]([CH2:11][C:12]1[N:13]=[C:14]2[S:21][C:20]([CH3:22])=[C:19]([CH:23]([OH:24])[CH3:25])[N:15]2[C:16](=[O:18])[CH:17]=1)[C:4]1[CH:5]=[CH:6][C:7]([F:10])=[CH:8][CH:9]=1)[CH3:2]. The catalyst class is: 7. (2) Reactant: C(O)(=O)[C@@H](C1C=CC=CC=1)O.[C:12]([O:16][C:17](=[O:30])[CH2:18][C@@:19]1([CH2:28][NH2:29])[CH2:25][C@@H:24]2[C@H:20]1[CH:21]=[C:22]([CH2:26][CH3:27])[CH2:23]2)([CH3:15])([CH3:14])[CH3:13].C(N(CC)CC)C.O. Product: [C:12]([O:16][C:17](=[O:30])[CH2:18][C@@:19]1([CH2:28][NH2:29])[CH2:25][C@@H:24]2[C@H:20]1[CH:21]=[C:22]([CH2:26][CH3:27])[CH2:23]2)([CH3:14])([CH3:13])[CH3:15]. The catalyst class is: 11. (3) Reactant: [F:1][C:2]1[CH:7]=[C:6](I)[CH:5]=[C:4]([F:9])[C:3]=1[C@@H:10]1[C:15]2[NH:16][C:17]3[C:22]([C:14]=2[CH2:13][C@@H:12]([CH3:23])[N:11]1[CH2:24][C:25]([F:29])([CH3:28])[CH2:26][OH:27])=[CH:21][CH:20]=[CH:19][CH:18]=3.[F:30][CH2:31][CH:32]1[CH2:35][N:34]([CH2:36][CH2:37][OH:38])[CH2:33]1.C(=O)([O-])[O-].[K+].[K+].C(#N)CCC.[NH4+].[OH-]. Product: [F:1][C:2]1[CH:7]=[C:6]([O:38][CH2:37][CH2:36][N:34]2[CH2:35][CH:32]([CH2:31][F:30])[CH2:33]2)[CH:5]=[C:4]([F:9])[C:3]=1[C@@H:10]1[C:15]2[NH:16][C:17]3[C:22]([C:14]=2[CH2:13][C@@H:12]([CH3:23])[N:11]1[CH2:24][C@@:25]([F:29])([CH3:28])[CH2:26][OH:27])=[CH:21][CH:20]=[CH:19][CH:18]=3. The catalyst class is: 24.